From a dataset of Forward reaction prediction with 1.9M reactions from USPTO patents (1976-2016). Predict the product of the given reaction. (1) Given the reactants [NH2:1][C:2]1([C:15]#[N:16])[CH2:7][CH2:6][N:5]([CH2:8][C:9]2[CH:14]=[CH:13][CH:12]=[CH:11][CH:10]=2)[CH2:4][CH2:3]1.C(N(CC)CC)C.[NH2:24][C:25]1[C:26]([C:33]([NH:35][C:36](=N)SC)=[O:34])=[N:27][C:28]([Cl:32])=[C:29]([NH2:31])[N:30]=1, predict the reaction product. The product is: [CH2:8]([N:5]1[CH2:6][CH2:7][C:2]2([NH:1]/[C:36](=[N:35]\[C:33]([C:26]3[C:25]([NH2:24])=[N:30][C:29]([NH2:31])=[C:28]([Cl:32])[N:27]=3)=[O:34])/[NH:16][CH2:15]2)[CH2:3][CH2:4]1)[C:9]1[CH:14]=[CH:13][CH:12]=[CH:11][CH:10]=1. (2) Given the reactants [C:1]([O:5][C:6](=[O:34])[CH2:7][O:8][C:9]1[C:14]([CH3:15])=[CH:13][C:12]([C:16]2[O:17][C:18]3[N:19]=[C:20](S(C)(=O)=O)[N:21]=[C:22]([CH2:25][CH:26]([CH3:28])[CH3:27])[C:23]=3[N:24]=2)=[CH:11][C:10]=1[CH3:33])([CH3:4])([CH3:3])[CH3:2].[F:35][C:36]([F:41])([F:40])[CH2:37][CH2:38][OH:39], predict the reaction product. The product is: [CH2:25]([C:22]1[C:23]2[N:24]=[C:16]([C:12]3[CH:13]=[C:14]([CH3:15])[C:9]([O:8][CH2:7][C:6]([O:5][C:1]([CH3:4])([CH3:3])[CH3:2])=[O:34])=[C:10]([CH3:33])[CH:11]=3)[O:17][C:18]=2[N:19]=[C:20]([O:39][CH2:38][CH2:37][C:36]([F:41])([F:40])[F:35])[N:21]=1)[CH:26]([CH3:28])[CH3:27]. (3) Given the reactants Br[C:2]1[CH:7]=[CH:6][C:5]([S:8]([CH2:11][CH:12]2[CH2:17][CH2:16][CH2:15][N:14]([C:18]([O:20][C:21]([CH3:24])([CH3:23])[CH3:22])=[O:19])[CH2:13]2)(=[O:10])=[O:9])=[CH:4][CH:3]=1.[B:25]1([B:25]2[O:29][C:28]([CH3:31])([CH3:30])[C:27]([CH3:33])([CH3:32])[O:26]2)[O:29][C:28]([CH3:31])([CH3:30])[C:27]([CH3:33])([CH3:32])[O:26]1.C([O-])(=O)C.[K+].[B].[B].OC(C(O)(C)C)(C)C, predict the reaction product. The product is: [CH3:32][C:27]1([CH3:33])[C:28]([CH3:31])([CH3:30])[O:29][B:25]([C:2]2[CH:7]=[CH:6][C:5]([S:8]([CH2:11][CH:12]3[CH2:17][CH2:16][CH2:15][N:14]([C:18]([O:20][C:21]([CH3:24])([CH3:23])[CH3:22])=[O:19])[CH2:13]3)(=[O:10])=[O:9])=[CH:4][CH:3]=2)[O:26]1. (4) Given the reactants Br[C:2]1[CH:7]=[CH:6][C:5]([Br:8])=[CH:4][N:3]=1.[C:9]([Cu])#[N:10].[OH-].[Na+].C(OCC)(=O)C, predict the reaction product. The product is: [Br:8][C:5]1[CH:4]=[N:3][C:2]([C:9]#[N:10])=[CH:7][CH:6]=1.